This data is from Forward reaction prediction with 1.9M reactions from USPTO patents (1976-2016). The task is: Predict the product of the given reaction. (1) Given the reactants [CH3:1][C:2]1[S:6][C:5]([NH2:7])=[N:4][C:3]=1[C:8]1[CH:13]=[CH:12][CH:11]=[CH:10][CH:9]=1.[H-].[Na+].[Cl:16][C:17]1[CH:25]=[CH:24][C:20]([C:21](Cl)=[O:22])=[CH:19][N:18]=1.C(N(C(C)C)CC)(C)C, predict the reaction product. The product is: [Cl:16][C:17]1[CH:25]=[CH:24][C:20]([C:21]([NH:7][C:5]2[S:6][C:2]([CH3:1])=[C:3]([C:8]3[CH:9]=[CH:10][CH:11]=[CH:12][CH:13]=3)[N:4]=2)=[O:22])=[CH:19][N:18]=1. (2) Given the reactants [Br:1][C:2]1[CH:7]=[CH:6][C:5]([CH2:8][CH2:9][CH2:10][OH:11])=[CH:4][CH:3]=1.[H-].[Na+].I[CH3:15], predict the reaction product. The product is: [Br:1][C:2]1[CH:3]=[CH:4][C:5]([CH2:8][CH2:9][CH2:10][O:11][CH3:15])=[CH:6][CH:7]=1. (3) Given the reactants [OH:1][C:2]1[C:11]2[C:6](=[N:7][CH:8]=[CH:9][CH:10]=2)[N:5]([C:12]2[CH:17]=[CH:16][CH:15]=[CH:14][CH:13]=2)[C:4](=[O:18])[CH:3]=1.[H-].[Na+].[C:21]1([CH2:27][CH2:28][CH2:29][CH2:30][CH2:31][CH2:32][C:33](Cl)=[O:34])[CH:26]=[CH:25][CH:24]=[CH:23][CH:22]=1.O, predict the reaction product. The product is: [C:12]1([N:5]2[C:6]3[C:11](=[CH:10][CH:9]=[CH:8][N:7]=3)[C:2]([O:1][C:33](=[O:34])[CH2:32][CH2:31][CH2:30][CH2:29][CH2:28][CH2:27][C:21]3[CH:22]=[CH:23][CH:24]=[CH:25][CH:26]=3)=[CH:3][C:4]2=[O:18])[CH:13]=[CH:14][CH:15]=[CH:16][CH:17]=1. (4) The product is: [Br:23][C:20]1[CH:21]=[CH:22][C:17]([C@@H:15]([N:11]2[CH2:10][CH2:9][C@:8]([CH2:7][C:6]3[S:40][C:1]([CH3:2])=[N:4][N:5]=3)([C:24]3[CH:29]=[CH:28][CH:27]=[CH:26][CH:25]=3)[O:13][C:12]2=[O:14])[CH3:16])=[CH:18][CH:19]=1. Given the reactants [C:1]([NH:4][NH:5][C:6](=O)[CH2:7][C@@:8]1([C:24]2[CH:29]=[CH:28][CH:27]=[CH:26][CH:25]=2)[O:13][C:12](=[O:14])[N:11]([C@H:15]([C:17]2[CH:22]=[CH:21][C:20]([Br:23])=[CH:19][CH:18]=2)[CH3:16])[CH2:10][CH2:9]1)(=O)[CH3:2].COC1C=CC(P2(SP(C3C=CC(OC)=CC=3)(=S)S2)=[S:40])=CC=1, predict the reaction product. (5) Given the reactants [CH:1]1([CH:4]([CH:6]2[CH2:11][CH2:10][NH:9][CH2:8][CH2:7]2)[CH3:5])[CH2:3][CH2:2]1.[CH2:12]([O:19][C:20](ON1C(=O)CCC1=O)=[O:21])[C:13]1[CH:18]=[CH:17][CH:16]=[CH:15][CH:14]=1.Cl, predict the reaction product. The product is: [CH:1]1([CH:4]([CH:6]2[CH2:7][CH2:8][N:9]([C:20]([O:19][CH2:12][C:13]3[CH:18]=[CH:17][CH:16]=[CH:15][CH:14]=3)=[O:21])[CH2:10][CH2:11]2)[CH3:5])[CH2:2][CH2:3]1. (6) Given the reactants [Cl:1][C:2]1[CH:10]=[C:9]([C:11]#[C:12][CH2:13][O:14][CH3:15])[C:5]2[O:6][CH2:7][O:8][C:4]=2[C:3]=1[NH:16][C:17]1[C:26]2[C:21](=[CH:22][C:23]([O:31][CH2:32][CH2:33][CH2:34]Cl)=[CH:24][C:25]=2[O:27][CH:28]([CH3:30])[CH3:29])[N:20]=[CH:19][N:18]=1.C1(P(C2C=CC=CC=2)C2C=CC=CC=2)C=CC=CC=1.[CH:55]([N:57]1[CH2:62][CH2:61][NH:60][CH2:59][CH2:58]1)=[O:56].[I-].[Na+], predict the reaction product. The product is: [Cl:1][C:2]1[CH:10]=[C:9]([C:11]#[C:12][CH2:13][O:14][CH3:15])[C:5]2[O:6][CH2:7][O:8][C:4]=2[C:3]=1[NH:16][C:17]1[C:26]2[C:21](=[CH:22][C:23]([O:31][CH2:32][CH2:33][CH2:34][N:60]3[CH2:61][CH2:62][N:57]([CH:55]=[O:56])[CH2:58][CH2:59]3)=[CH:24][C:25]=2[O:27][CH:28]([CH3:29])[CH3:30])[N:20]=[CH:19][N:18]=1.